This data is from Catalyst prediction with 721,799 reactions and 888 catalyst types from USPTO. The task is: Predict which catalyst facilitates the given reaction. (1) Reactant: [O:1]1[CH:6]=[CH:5][CH2:4][CH2:3][CH:2]1[C:7]([C:9]1[C:14]([N+:15]([O-])=O)=[C:13]([NH2:18])[N:12]=[C:11]([C:19]2[CH:24]=[CH:23][CH:22]=[C:21]([OH:25])[CH:20]=2)[N:10]=1)=[O:8].NN. Product: [O:1]1[CH:6]=[CH:5][CH2:4][CH2:3][CH:2]1[C:7]([C:9]1[C:14]([NH2:15])=[C:13]([NH2:18])[N:12]=[C:11]([C:19]2[CH:24]=[CH:23][CH:22]=[C:21]([OH:25])[CH:20]=2)[N:10]=1)=[O:8]. The catalyst class is: 94. (2) Reactant: [H-].[H-].[H-].[H-].[Li+].[Al+3].[Cl:7][C:8]1[CH:9]=[C:10]([C:20]([C:23]2[CH:28]=[CH:27][CH:26]=[C:25]([Cl:29])[CH:24]=2)=[N:21]O)[CH:11]=[CH:12][C:13]=1[CH2:14][N:15]1[CH2:19][CH2:18][CH2:17][CH2:16]1. Product: [Cl:29][C:25]1[CH:24]=[C:23]([CH:20]([NH2:21])[C:10]2[CH:11]=[CH:12][C:13]([CH2:14][N:15]3[CH2:19][CH2:18][CH2:17][CH2:16]3)=[C:8]([Cl:7])[CH:9]=2)[CH:28]=[CH:27][CH:26]=1. The catalyst class is: 1. (3) Reactant: [N:1]1([C:7]([O:9][C:10]([CH3:13])([CH3:12])[CH3:11])=[O:8])[CH2:6][CH2:5][NH:4][CH2:3][CH2:2]1.[Br:14][C:15]1[CH:22]=[CH:21][C:18]([CH:19]=O)=[C:17]([CH3:23])[CH:16]=1.C(N(CC)CC)C.C(O[BH-](OC(=O)C)OC(=O)C)(=O)C.[Na+]. Product: [Br:14][C:15]1[CH:22]=[CH:21][C:18]([CH2:19][N:4]2[CH2:5][CH2:6][N:1]([C:7]([O:9][C:10]([CH3:13])([CH3:12])[CH3:11])=[O:8])[CH2:2][CH2:3]2)=[C:17]([CH3:23])[CH:16]=1. The catalyst class is: 229. (4) Reactant: [Br:1][C:2]1[CH:21]=[CH:20][C:5]([C:6]([CH:8]2[CH2:13][CH2:12][N:11](C(=O)C(F)(F)F)[CH2:10][CH2:9]2)=[O:7])=[CH:4][CH:3]=1.O.C([O-])([O-])=O.[K+].[K+]. Product: [Br:1][C:2]1[CH:21]=[CH:20][C:5]([C:6]([CH:8]2[CH2:13][CH2:12][NH:11][CH2:10][CH2:9]2)=[O:7])=[CH:4][CH:3]=1. The catalyst class is: 5. (5) Reactant: Cl[C:2]1[N:7]=[CH:6][C:5]([C:8]2[CH:13]=[CH:12][N:11]=[C:10]([NH:14][C:15]3[CH:16]=[C:17]([NH:22][C:23](=[O:34])[C:24]4[CH:29]=[CH:28][CH:27]=[C:26]([O:30][CH:31]([F:33])[F:32])[CH:25]=4)[CH:18]=[CH:19][C:20]=3[CH3:21])[N:9]=2)=[CH:4][CH:3]=1.[NH2:35][CH2:36][CH2:37][OH:38]. Product: [F:32][CH:31]([F:33])[O:30][C:26]1[CH:25]=[C:24]([CH:29]=[CH:28][CH:27]=1)[C:23]([NH:22][C:17]1[CH:18]=[CH:19][C:20]([CH3:21])=[C:15]([NH:14][C:10]2[N:9]=[C:8]([C:5]3[CH:6]=[N:7][C:2]([NH:35][CH2:36][CH2:37][OH:38])=[CH:3][CH:4]=3)[CH:13]=[CH:12][N:11]=2)[CH:16]=1)=[O:34]. The catalyst class is: 6.